From a dataset of Forward reaction prediction with 1.9M reactions from USPTO patents (1976-2016). Predict the product of the given reaction. (1) Given the reactants [CH:1]([Mg]Br)=[CH2:2].CON(C)[C:8]([C:10]12[CH2:19][CH:14]3[CH2:15][CH:16]([CH2:18][CH:12]([CH2:13]3)[CH2:11]1)[CH2:17]2)=[O:9].O.[Cl-].[NH4+], predict the reaction product. The product is: [C:10]12([C:8](=[O:9])[CH:1]=[CH2:2])[CH2:17][CH:16]3[CH2:15][CH:14]([CH2:13][CH:12]([CH2:18]3)[CH2:11]1)[CH2:19]2. (2) The product is: [NH2:51][C:48]1[CH:47]=[CH:46][C:45]([C:42]2[S:41][C:40]([CH2:39][CH2:38][C:27]([CH3:54])([CH3:26])[C:28]([NH:30][S:31]([C:34]([F:35])([F:36])[F:37])(=[O:33])=[O:32])=[O:29])=[N:44][CH:43]=2)=[CH:50][CH:49]=1. Given the reactants CC1OC(CC2CCC(C3SC(C4C=CC(N)=CC=4)=CN=3)CC2)=NN=1.[CH3:26][C:27]([CH3:54])([CH2:38][CH2:39][C:40]1[S:41][C:42]([C:45]2[CH:50]=[CH:49][C:48]([N+:51]([O-])=O)=[CH:47][CH:46]=2)=[CH:43][N:44]=1)[C:28]([NH:30][S:31]([C:34]([F:37])([F:36])[F:35])(=[O:33])=[O:32])=[O:29], predict the reaction product. (3) Given the reactants [CH3:1][N:2]1[C:6]([C:7](=[O:23])[NH:8][C:9]2[CH:14]=[CH:13][N:12]3[N:15]=[C:16]([N:18]4[CH2:22][CH2:21][CH2:20][CH2:19]4)[N:17]=[C:11]3[CH:10]=2)=[C:5]([C:24](O)=[O:25])[CH:4]=[N:3]1.[NH:27]1[CH2:30][CH2:29][CH2:28]1.CCCP(=O)=O.C(N(CC)C(C)C)(C)C, predict the reaction product. The product is: [N:18]1([C:16]2[N:17]=[C:11]3[CH:10]=[C:9]([NH:8][C:7]([C:6]4[N:2]([CH3:1])[N:3]=[CH:4][C:5]=4[C:24]([N:27]4[CH2:30][CH2:29][CH2:28]4)=[O:25])=[O:23])[CH:14]=[CH:13][N:12]3[N:15]=2)[CH2:19][CH2:20][CH2:21][CH2:22]1. (4) Given the reactants [CH3:1][O:2][C:3]1[CH:4]=[C:5](/[C:11](=[CH:14]/[C:15]2[S:16][C:17]([N:20]3[CH2:25][CH2:24][CH:23](O)[CH2:22][CH2:21]3)=[CH:18][CH:19]=2)/[C:12]#[N:13])[CH:6]=[CH:7][C:8]=1[O:9][CH3:10].[Cl:27][C:28]([N:30]1[CH2:35][CH2:34][CH:33]([N:36]2[CH2:41][CH2:40][CH2:39][CH2:38][CH2:37]2)[CH2:32][CH2:31]1)=[O:29].C[OH:43], predict the reaction product. The product is: [ClH:27].[C:12](/[C:11](/[C:5]1[CH:6]=[CH:7][C:8]([O:9][CH3:10])=[C:3]([O:2][CH3:1])[CH:4]=1)=[CH:14]\[C:15]1[S:16][C:17]([N:20]2[CH2:25][CH2:24][CH:23]([CH:37]3[CH2:38][CH2:39][CH2:40][CH2:41][N:36]3[CH:33]3[CH2:34][CH2:35][N:30]([C:28]([OH:43])=[O:29])[CH2:31][CH2:32]3)[CH2:22][CH2:21]2)=[CH:18][CH:19]=1)#[N:13]. (5) The product is: [Cl:1][C:2]1[N:3]=[CH:4][N:5]([C:9]2[C:10]([F:17])=[CH:11][C:12]([N+:14]([O-:16])=[O:15])=[CH:13][C:8]=2[F:7])[CH:6]=1. Given the reactants [Cl:1][C:2]1[N:3]=[CH:4][NH:5][CH:6]=1.[F:7][C:8]1[CH:13]=[C:12]([N+:14]([O-:16])=[O:15])[CH:11]=[C:10]([F:17])[C:9]=1F.C(=O)([O-])[O-].[K+].[K+], predict the reaction product. (6) Given the reactants [S:1](=[O:15])(=[O:14])([O:3][CH2:4][CH2:5][CH:6]([CH3:13])[CH2:7][CH2:8][CH2:9][CH:10]([CH3:12])[CH3:11])[NH2:2], predict the reaction product. The product is: [CH3:13][C:6]1([CH2:7][CH2:8][CH2:9][CH:10]([CH3:12])[CH3:11])[CH2:5][CH2:4][O:3][S:1](=[O:14])(=[O:15])[NH:2]1. (7) The product is: [C:1]([O:4][C@@H:5]1[C@@H:10]([O:11][C:12](=[O:14])[CH3:13])[C@H:9]([O:15][C:16](=[O:18])[CH3:17])[C@@H:8]([CH2:19][O:20][C:21](=[O:23])[CH3:22])[O:7][C@H:6]1[C:24]1[CH:29]=[C:28]([CH2:30][Br:37])[CH:27]=[C:26]([O:31][CH2:32][CH3:33])[C:25]=1[O:34][CH2:35][CH3:36])(=[O:3])[CH3:2]. Given the reactants [C:1]([O:4][C@@H:5]1[C@@H:10]([O:11][C:12](=[O:14])[CH3:13])[C@H:9]([O:15][C:16](=[O:18])[CH3:17])[C@@H:8]([CH2:19][O:20][C:21](=[O:23])[CH3:22])[O:7][C@H:6]1[C:24]1[CH:29]=[C:28]([CH3:30])[CH:27]=[C:26]([O:31][CH2:32][CH3:33])[C:25]=1[O:34][CH2:35][CH3:36])(=[O:3])[CH3:2].[Br:37]N1C(=O)CCC1=O.N(C(C)(C)C#N)=NC(C)(C)C#N, predict the reaction product. (8) Given the reactants [NH2:1][CH2:2][CH2:3][N:4]1[CH2:9][CH2:8][NH:7][C:6](=[O:10])[CH2:5]1.C(N(CC)CC)C.O1CCOCC1.Cl[C:25]1[CH:30]=[CH:29][C:28]([S:31]([NH2:34])(=[O:33])=[O:32])=[CH:27][C:26]=1[N+:35]([O-:37])=[O:36], predict the reaction product. The product is: [N+:35]([C:26]1[CH:27]=[C:28]([S:31]([NH2:34])(=[O:32])=[O:33])[CH:29]=[CH:30][C:25]=1[NH:1][CH2:2][CH2:3][N:4]1[CH2:9][CH2:8][NH:7][C:6](=[O:10])[CH2:5]1)([O-:37])=[O:36]. (9) Given the reactants [CH2:1]([O:3][P:4]([CH2:9][CH2:10][CH2:11][N:12]1[C:21]2[C:16](=[N:17][CH:18]=[C:19]([CH2:22][C:23]3[CH:28]=[CH:27][C:26]([F:29])=[CH:25][CH:24]=3)[CH:20]=2)[C:15]([OH:30])=[C:14]([C:31](OCC)=[O:32])[C:13]1=[O:36])([O:6][CH2:7][CH3:8])=[O:5])[CH3:2].[CH3:37][O:38][CH2:39][CH2:40][NH2:41], predict the reaction product. The product is: [CH2:7]([O:6][P:4]([CH2:9][CH2:10][CH2:11][N:12]1[C:21]2[C:16](=[N:17][CH:18]=[C:19]([CH2:22][C:23]3[CH:24]=[CH:25][C:26]([F:29])=[CH:27][CH:28]=3)[CH:20]=2)[C:15]([OH:30])=[C:14]([C:31]([NH:41][CH2:40][CH2:39][O:38][CH3:37])=[O:32])[C:13]1=[O:36])(=[O:5])[O:3][CH2:1][CH3:2])[CH3:8]. (10) The product is: [CH:29]1([O:28][C:14]2[CH:15]=[CH:16][C:17]([N:19]3[C:23]([C:24]([F:25])([F:27])[F:26])=[N:22][N:21]=[N:20]3)=[CH:18][C:13]=2[CH2:12][OH:11])[CH2:30][CH2:31]1. Given the reactants [OH-].[Li+].C([O:11][CH2:12][C:13]1[CH:18]=[C:17]([N:19]2[C:23]([C:24]([F:27])([F:26])[F:25])=[N:22][N:21]=[N:20]2)[CH:16]=[CH:15][C:14]=1[O:28][CH:29]1[CH2:31][CH2:30]1)(=O)C1C=CC=CC=1.C(=O)([O-])O.[Na+], predict the reaction product.